From a dataset of Forward reaction prediction with 1.9M reactions from USPTO patents (1976-2016). Predict the product of the given reaction. (1) The product is: [NH4+:3].[OH-:42].[Cl:19][C:14]1[CH:13]=[C:12]([NH:11][C:10]([NH:9][C:4]2[N:3]=[C:2]([NH:39][C@H:35]3[CH2:36][CH2:37][CH2:38][N:33]([CH2:31][CH3:32])[CH2:34]3)[CH:7]=[C:6]([CH3:8])[N:5]=2)=[NH:20])[CH:17]=[CH:16][C:15]=1[Cl:18]. Given the reactants Cl[C:2]1[CH:7]=[C:6]([CH3:8])[N:5]=[C:4]([NH:9][C:10](=[NH:20])[NH:11][C:12]2[CH:17]=[CH:16][C:15]([Cl:18])=[C:14]([Cl:19])[CH:13]=2)[N:3]=1.C(N(C(C)C)CC)(C)C.Cl.[CH2:31]([N:33]1[CH2:38][CH2:37][CH2:36][C@H:35]([NH2:39])[CH2:34]1)[CH3:32].CC(N(C)C)=[O:42], predict the reaction product. (2) Given the reactants [Cl:1][C:2]1[CH:3]=[C:4]([CH:21]=[CH:22][C:23]=1[NH:24][C:25]([NH:27][CH2:28][CH3:29])=[O:26])[O:5][C:6]1[C:15]2[C:10](=[CH:11][C:12]([O:19][CH3:20])=[C:13]([C:16]([OH:18])=O)[CH:14]=2)[N:9]=[CH:8][CH:7]=1.CN.CO.[CH2:34]([N:36](CC)CC)C.F[P-](F)(F)(F)(F)F.CN([PH+](N(C)C)N(C)C)C, predict the reaction product. The product is: [CH3:34][NH:36][C:16]([C:13]1[CH:14]=[C:15]2[C:10](=[CH:11][C:12]=1[O:19][CH3:20])[N:9]=[CH:8][CH:7]=[C:6]2[O:5][C:4]1[CH:21]=[CH:22][C:23]([NH:24][C:25]([NH:27][CH2:28][CH3:29])=[O:26])=[C:2]([Cl:1])[CH:3]=1)=[O:18]. (3) The product is: [CH3:16][O:17][C:18]([C@@H:20]1[CH2:24][C@@:23]([NH:29][C:9]([O:11][C:12]([CH3:13])([CH3:14])[CH3:15])=[O:10])([C:25]([O:27][CH3:28])=[O:26])[CH2:22][N:21]1[CH2:30][C:31]1[CH:32]=[CH:33][CH:34]=[CH:35][CH:36]=1)=[O:19]. Given the reactants [C:12]([O:11][C:9](O[C:9]([O:11][C:12]([CH3:15])([CH3:14])[CH3:13])=[O:10])=[O:10])([CH3:15])([CH3:14])[CH3:13].[CH3:16][O:17][C:18]([C@@H:20]1[CH2:24][C@@:23]([NH2:29])([C:25]([O:27][CH3:28])=[O:26])[CH2:22][N:21]1[CH2:30][C:31]1[CH:36]=[CH:35][CH:34]=[CH:33][CH:32]=1)=[O:19], predict the reaction product.